Dataset: CYP3A4 inhibition data for predicting drug metabolism from PubChem BioAssay. Task: Regression/Classification. Given a drug SMILES string, predict its absorption, distribution, metabolism, or excretion properties. Task type varies by dataset: regression for continuous measurements (e.g., permeability, clearance, half-life) or binary classification for categorical outcomes (e.g., BBB penetration, CYP inhibition). Dataset: cyp3a4_veith. The molecule is O=C1c2cccnc2C(O)N1C1CCCCC1. The result is 0 (non-inhibitor).